This data is from Forward reaction prediction with 1.9M reactions from USPTO patents (1976-2016). The task is: Predict the product of the given reaction. (1) Given the reactants CN1CCOCC1.[C:8]([O:12][C:13]([N:15]1[CH2:20][CH2:19][N:18]([C:21]([O:23][C:24]([CH3:27])([CH3:26])[CH3:25])=[O:22])[CH2:17][CH:16]1[CH2:28][CH2:29][OH:30])=[O:14])([CH3:11])([CH3:10])[CH3:9], predict the reaction product. The product is: [C:8]([O:12][C:13]([N:15]1[CH2:20][CH2:19][N:18]([C:21]([O:23][C:24]([CH3:27])([CH3:26])[CH3:25])=[O:22])[CH2:17][CH:16]1[CH2:28][CH:29]=[O:30])=[O:14])([CH3:11])([CH3:10])[CH3:9]. (2) Given the reactants [CH3:1][C:2]1[N:6]=[CH:5][S:4][C:3]=1/[CH:7]=[CH:8]\[C:9]1[CH2:30][S:29][C@@H:12]2[C@H:13]([NH:16][C:17](/[C:19](/[C:23]3[N:27]=[C:26]([NH2:28])[S:25][CH:24]=3)=[N:20]\[O:21][CH3:22])=[O:18])[C:14](=[O:15])[N:11]2[C:10]=1[C:31]([O-:33])=[O:32].[Na+].C(=O)(O)[O-].[Na+].[C:40]([O:46][CH2:47]I)(=[O:45])[C:41]([CH3:44])([CH3:43])[CH3:42].C(OC(C)C)(C)C, predict the reaction product. The product is: [CH3:1][C:2]1[N:6]=[CH:5][S:4][C:3]=1/[CH:7]=[CH:8]\[C:9]1[CH2:30][S:29][C@@H:12]2[C@H:13]([NH:16][C:17](/[C:19](/[C:23]3[N:27]=[C:26]([NH2:28])[S:25][CH:24]=3)=[N:20]\[O:21][CH3:22])=[O:18])[C:14](=[O:15])[N:11]2[C:10]=1[C:31]([O:33][CH2:47][O:46][C:40]([C:41]([CH3:44])([CH3:43])[CH3:42])=[O:45])=[O:32].